Dataset: Forward reaction prediction with 1.9M reactions from USPTO patents (1976-2016). Task: Predict the product of the given reaction. (1) Given the reactants [Br:1][CH:2]1[C:7](=O)[C:6]([N+:9]([O-:11])=[O:10])=[CH:5][N:4]=[CH:3]1.O=P(Cl)(Cl)[Cl:14], predict the reaction product. The product is: [Br:1][C:2]1[CH:3]=[N:4][CH:5]=[C:6]([N+:9]([O-:11])=[O:10])[C:7]=1[Cl:14]. (2) Given the reactants [Cl:1][C:2]1[CH:7]=[CH:6][C:5]([O:8][CH3:9])=[CH:4][C:3]=1[C:10]1[CH:20]=[C:19]([CH3:21])[C:13]2[N:14]=[C:15]([NH2:18])[N:16]=[N:17][C:12]=2[CH:11]=1.Br[C:23]1[CH:28]=[CH:27][C:26]([S:29][CH2:30][CH2:31][N:32]2[CH2:36][CH2:35][CH2:34][CH2:33]2)=[CH:25][CH:24]=1.C(=O)([O-])[O-].[Cs+].[Cs+].C1(P(C2C=CC=CC=2)C2C3OC4C(=CC=CC=4P(C4C=CC=CC=4)C4C=CC=CC=4)C(C)(C)C=3C=CC=2)C=CC=CC=1, predict the reaction product. The product is: [Cl:1][C:2]1[CH:7]=[CH:6][C:5]([O:8][CH3:9])=[CH:4][C:3]=1[C:10]1[CH:20]=[C:19]([CH3:21])[C:13]2[N:14]=[C:15]([NH:18][C:23]3[CH:24]=[CH:25][C:26]([S:29][CH2:30][CH2:31][N:32]4[CH2:33][CH2:34][CH2:35][CH2:36]4)=[CH:27][CH:28]=3)[N:16]=[N:17][C:12]=2[CH:11]=1. (3) Given the reactants [Cl:1][C:2]1[N:10]=[C:9]2[C:5]([N:6]=[CH:7][N:8]2[CH:11]2[CH2:15][CH2:14][S:13][CH2:12]2)=[C:4](Cl)[N:3]=1.[NH2:17][C:18]1[CH:28]=[CH:27][C:21]([C:22]([O:24][CH2:25][CH3:26])=[O:23])=[CH:20][CH:19]=1, predict the reaction product. The product is: [Cl:1][C:2]1[N:10]=[C:9]2[C:5]([N:6]=[CH:7][N:8]2[CH:11]2[CH2:15][CH2:14][S:13][CH2:12]2)=[C:4]([NH:17][C:18]2[CH:19]=[CH:20][C:21]([C:22]([O:24][CH2:25][CH3:26])=[O:23])=[CH:27][CH:28]=2)[N:3]=1. (4) Given the reactants [Cl:1][C:2]1[N:7]=[C:6]([C:8]2[C:9]([C:17]3[CH:18]=[CH:19][C:20]([O:30][CH3:31])=[C:21]([NH:23][C:24](=[O:29])[C:25](F)(F)F)[CH:22]=3)=[N:10][N:11]3[CH:16]=[CH:15][CH:14]=[CH:13][C:12]=23)[CH:5]=[CH:4][N:3]=1.[Li+].[OH-].C1COCC1.[CH:39]1[CH:43]=[C:42](CC(Cl)=O)[S:41][CH:40]=1, predict the reaction product. The product is: [Cl:1][C:2]1[N:7]=[C:6]([C:8]2[C:9]([C:17]3[CH:18]=[CH:19][C:20]([O:30][CH3:31])=[C:21]([NH:23][C:24](=[O:29])[CH2:25][C:40]4[S:41][CH:42]=[CH:43][CH:39]=4)[CH:22]=3)=[N:10][N:11]3[CH:16]=[CH:15][CH:14]=[CH:13][C:12]=23)[CH:5]=[CH:4][N:3]=1. (5) Given the reactants C(OC(=O)N[N:8]1[CH2:13][CH2:12][CH:11]([CH2:14][O:15][C:16]2[CH:21]=[CH:20][CH:19]=[C:18]([O:22][CH2:23][C:24]3[C:33]([CH3:34])=[C:32]([O:35][CH2:36][C:37]4[CH:42]=[CH:41][CH:40]=[CH:39][CH:38]=4)[C:31]4[C:26](=[CH:27][CH:28]=[CH:29][CH:30]=4)[N:25]=3)[CH:17]=2)[CH2:10][CH2:9]1)(C)(C)C.C(OCC)(=O)C.Cl, predict the reaction product. The product is: [CH2:36]([O:35][C:32]1[C:31]2[C:26](=[CH:27][CH:28]=[CH:29][CH:30]=2)[N:25]=[C:24]([CH2:23][O:22][C:18]2[CH:19]=[CH:20][CH:21]=[C:16]([O:15][CH2:14][CH:11]3[CH2:12][CH2:13][NH:8][CH2:9][CH2:10]3)[CH:17]=2)[C:33]=1[CH3:34])[C:37]1[CH:38]=[CH:39][CH:40]=[CH:41][CH:42]=1. (6) Given the reactants Cl[C:2]1[N:9]=[C:8]([CH3:10])[CH:7]=[C:6](Cl)[C:3]=1[C:4]#[N:5].[CH3:12][O-:13].[Na+].[C:15]([OH:18])(=O)C, predict the reaction product. The product is: [CH3:12][O:13][C:2]1[N:9]=[C:8]([CH3:10])[CH:7]=[C:6]([O:18][CH3:15])[C:3]=1[C:4]#[N:5]. (7) Given the reactants [CH:1]1([C:4]([CH:6]2[CH2:18][CH2:17][C:9]3[N:10]=[C:11]([NH:13][C:14](=[O:16])[CH3:15])[S:12][C:8]=3[C:7]2=O)=O)[CH2:3][CH2:2]1.Cl.[Cl:21][C:22]1[CH:27]=[C:26]([N+:28]([O-:30])=[O:29])[CH:25]=[CH:24][C:23]=1[NH:31][NH2:32], predict the reaction product. The product is: [Cl:21][C:22]1[CH:27]=[C:26]([N+:28]([O-:30])=[O:29])[CH:25]=[CH:24][C:23]=1[N:31]1[C:7]2[C:8]3[S:12][C:11]([NH:13][C:14](=[O:16])[CH3:15])=[N:10][C:9]=3[CH2:17][CH2:18][C:6]=2[C:4]([CH:1]2[CH2:3][CH2:2]2)=[N:32]1. (8) Given the reactants CS(O[CH2:6][CH2:7][CH2:8][N:9]1[C:21]2[CH:20]=[CH:19][CH:18]=[CH:17][C:16]=2[C:15]2[C:10]1=[CH:11][CH:12]=[CH:13][CH:14]=2)(=O)=O.[N-:22]=[N+:23]=[N-:24].[Na+].C1C2N(CCCO)C3C(=CC=CC=3)C=2C=CC=1, predict the reaction product. The product is: [N:22]([CH2:6][CH2:7][CH2:8][N:9]1[C:21]2[CH:20]=[CH:19][CH:18]=[CH:17][C:16]=2[C:15]2[C:10]1=[CH:11][CH:12]=[CH:13][CH:14]=2)=[N+:23]=[N-:24].